This data is from Reaction yield outcomes from USPTO patents with 853,638 reactions. The task is: Predict the reaction yield, written as a fraction of the theoretical maximum amount of product (1.0 means a 100% yield; for example, 0.34 means a 34% yield). The reactants are [Cl:1][C:2]1[CH:3]=[C:4]([CH:8]([OH:13])[CH2:9][N+:10]([O-:12])=[O:11])[CH:5]=[CH:6][CH:7]=1.N1C=CN=C1.Cl[Si:20]([CH2:25][CH3:26])([CH2:23][CH3:24])[CH2:21][CH3:22]. The catalyst is CN(C=O)C. The product is [Cl:1][C:2]1[CH:3]=[C:4]([CH:8]([O:13][Si:20]([CH2:25][CH3:26])([CH2:23][CH3:24])[CH2:21][CH3:22])[CH2:9][N+:10]([O-:12])=[O:11])[CH:5]=[CH:6][CH:7]=1. The yield is 0.910.